This data is from Acute oral toxicity (LD50) regression data from Zhu et al.. The task is: Regression/Classification. Given a drug SMILES string, predict its toxicity properties. Task type varies by dataset: regression for continuous values (e.g., LD50, hERG inhibition percentage) or binary classification for toxic/non-toxic outcomes (e.g., AMES mutagenicity, cardiotoxicity, hepatotoxicity). Dataset: ld50_zhu. (1) The compound is COc1ccc2c(c1)OC(C)(C)C(c1ccccc1)C2c1ccc(OCC2CO2)cc1. The rat oral LD50 is 2.72, given as -log10 of the dose in mol/kg body weight (higher means more acutely toxic). (2) The compound is C1=C2CCCNC2C2CC1C1CCCCN1C2. The rat oral LD50 is 2.69, given as -log10 of the dose in mol/kg body weight (higher means more acutely toxic). (3) The compound is CC(CO[N+](=O)[O-])O[N+](=O)[O-]. The rat oral LD50 is 2.82, given as -log10 of the dose in mol/kg body weight (higher means more acutely toxic).